This data is from Reaction yield outcomes from USPTO patents with 853,638 reactions. The task is: Predict the reaction yield, written as a fraction of the theoretical maximum amount of product (1.0 means a 100% yield; for example, 0.34 means a 34% yield). The reactants are [OH:1][C:2]1[C:11]2[C:6](=[CH:7][CH:8]=[CH:9][CH:10]=2)[C:5]([CH:12]=[O:13])=[C:4]([CH3:14])[CH:3]=1.[H-].[Na+].Br[CH2:18][C:19]#[C:20][CH3:21]. The catalyst is CN(C)C=O. The product is [CH2:18]([O:1][C:2]1[C:11]2[C:6](=[CH:7][CH:8]=[CH:9][CH:10]=2)[C:5]([CH:12]=[O:13])=[C:4]([CH3:14])[CH:3]=1)[C:19]#[C:20][CH3:21]. The yield is 0.780.